Dataset: Catalyst prediction with 721,799 reactions and 888 catalyst types from USPTO. Task: Predict which catalyst facilitates the given reaction. (1) Product: [NH2:7][C:8]1[C:9]([F:30])=[C:10]([CH:15]([O:16][CH3:17])[C:18]([NH:19][CH2:20][C:21]2[CH:26]=[CH:25][C:24]([C:27]#[N:28])=[CH:23][CH:22]=2)=[O:29])[C:11]([F:14])=[CH:12][CH:13]=1. The catalyst class is: 12. Reactant: C(OC(=O)[NH:7][C:8]1[CH:13]=[CH:12][C:11]([F:14])=[C:10]([CH:15]([C:18](=[O:29])[NH:19][CH2:20][C:21]2[CH:26]=[CH:25][C:24]([C:27]#[N:28])=[CH:23][CH:22]=2)[O:16][CH3:17])[C:9]=1[F:30])(C)(C)C.Cl. (2) Reactant: [CH3:1][O:2][CH2:3][C:4]1([OH:14])[CH2:13][CH2:12][C:7]2([O:11][CH2:10][CH2:9][O:8]2)[CH2:6][CH2:5]1.[H-].[Na+].I[CH3:18].O. Product: [CH3:18][O:14][C:4]1([CH2:3][O:2][CH3:1])[CH2:13][CH2:12][C:7]2([O:8][CH2:9][CH2:10][O:11]2)[CH2:6][CH2:5]1. The catalyst class is: 7. (3) Reactant: C([O:5][C:6]([C:8]([CH2:22][CH2:23][CH2:24][CH2:25][CH2:26][CH3:27])([CH2:16][C:17]([O:19][CH2:20][CH3:21])=[O:18])[C:9]([O:11]C(C)(C)C)=[O:10])=[O:7])(C)(C)C. Product: [CH2:20]([O:19][C:17]([CH2:16][C:8]([CH2:22][CH2:23][CH2:24][CH2:25][CH2:26][CH3:27])([C:6]([OH:7])=[O:5])[C:9]([OH:11])=[O:10])=[O:18])[CH3:21]. The catalyst class is: 67. (4) Reactant: [C:1]([C:5]1[CH:10]=[C:9]([F:11])[C:8]([CH3:12])=[CH:7][C:6]=1[O:13][CH2:14][O:15][CH3:16])([CH3:4])([CH3:3])[CH3:2].C([Li])CCC.[C:22](=[O:24])=[O:23]. Product: [C:1]([C:5]1[C:6]([O:13][CH2:14][O:15][CH3:16])=[C:7]([C:8]([CH3:12])=[C:9]([F:11])[CH:10]=1)[C:22]([OH:24])=[O:23])([CH3:4])([CH3:2])[CH3:3]. The catalyst class is: 1. (5) Product: [NH:8]1[CH2:13][CH2:12][CH:11]([NH:14][C:15]([C:17]2[C:21]([NH:22][C:23](=[O:32])[C:24]3[C:29]([Cl:30])=[CH:28][CH:27]=[CH:26][C:25]=3[Cl:31])=[CH:20][NH:19][N:18]=2)=[O:16])[CH2:10][CH2:9]1. The catalyst class is: 191. Reactant: C(OC([N:8]1[CH2:13][CH2:12][CH:11]([NH:14][C:15]([C:17]2[C:21]([NH:22][C:23](=[O:32])[C:24]3[C:29]([Cl:30])=[CH:28][CH:27]=[CH:26][C:25]=3[Cl:31])=[CH:20][NH:19][N:18]=2)=[O:16])[CH2:10][CH2:9]1)=O)(C)(C)C.